From a dataset of NCI-60 drug combinations with 297,098 pairs across 59 cell lines. Regression. Given two drug SMILES strings and cell line genomic features, predict the synergy score measuring deviation from expected non-interaction effect. (1) Synergy scores: CSS=85.8, Synergy_ZIP=5.28, Synergy_Bliss=5.01, Synergy_Loewe=0.906, Synergy_HSA=5.66. Cell line: HOP-62. Drug 1: COC1=NC(=NC2=C1N=CN2C3C(C(C(O3)CO)O)O)N. Drug 2: CCCCC(=O)OCC(=O)C1(CC(C2=C(C1)C(=C3C(=C2O)C(=O)C4=C(C3=O)C=CC=C4OC)O)OC5CC(C(C(O5)C)O)NC(=O)C(F)(F)F)O. (2) Drug 1: C1C(C(OC1N2C=NC3=C(N=C(N=C32)Cl)N)CO)O. Drug 2: CC1=C2C(C(=O)C3(C(CC4C(C3C(C(C2(C)C)(CC1OC(=O)C(C(C5=CC=CC=C5)NC(=O)OC(C)(C)C)O)O)OC(=O)C6=CC=CC=C6)(CO4)OC(=O)C)O)C)O. Cell line: DU-145. Synergy scores: CSS=40.6, Synergy_ZIP=-1.22, Synergy_Bliss=-3.53, Synergy_Loewe=-0.740, Synergy_HSA=-2.98.